Dataset: Forward reaction prediction with 1.9M reactions from USPTO patents (1976-2016). Task: Predict the product of the given reaction. (1) Given the reactants Cl.[NH2:2][CH2:3][C@@H:4]([NH:6][C:7](=[O:13])[O:8][C:9]([CH3:12])([CH3:11])[CH3:10])[CH3:5].C(N(CC)CC)C.[Cl:21][CH2:22][C:23](Cl)=[O:24].O, predict the reaction product. The product is: [Cl:21][CH2:22][C:23]([NH:2][CH2:3][C@@H:4]([NH:6][C:7](=[O:13])[O:8][C:9]([CH3:12])([CH3:11])[CH3:10])[CH3:5])=[O:24]. (2) Given the reactants C([N:3]1[CH2:8][CH2:7][C:6]([C:12]2[CH:17]=[CH:16][CH:15]=[C:14]([O:18][CH:19]([CH3:21])[CH3:20])[CH:13]=2)([CH2:9][CH2:10][CH3:11])[CH2:5][CH2:4]1)C.Cl[C:23]([O:25][C:26]1[CH:31]=[CH:30][CH:29]=[CH:28][CH:27]=1)=[O:24].[OH-].[Na+], predict the reaction product. The product is: [NH3:3].[C:26]1([O:25][C:23]([N:3]2[CH2:4][CH2:5][C:6]([C:12]3[CH:17]=[CH:16][CH:15]=[C:14]([O:18][CH:19]([CH3:21])[CH3:20])[CH:13]=3)([CH2:9][CH2:10][CH3:11])[CH2:7][CH2:8]2)=[O:24])[CH:31]=[CH:30][CH:29]=[CH:28][CH:27]=1. (3) Given the reactants [CH3:1][CH2:2][CH2:3][CH2:4][CH2:5][CH3:6].C([O:10][CH2:11][CH3:12])(=O)C.C(O)(=[O:15])C, predict the reaction product. The product is: [CH:3]12[CH2:4][CH:5]([CH:1]=[CH:2]1)[C:6](=[O:15])[CH2:12][C:11]2=[O:10].